This data is from HIV replication inhibition screening data with 41,000+ compounds from the AIDS Antiviral Screen. The task is: Binary Classification. Given a drug SMILES string, predict its activity (active/inactive) in a high-throughput screening assay against a specified biological target. The drug is Cc1ccc(NC(=O)CCC(CC(=O)C(C)(C)C)=NNC(=O)C[N+](C)(C)C)cc1C.[Cl-]. The result is 0 (inactive).